Dataset: Forward reaction prediction with 1.9M reactions from USPTO patents (1976-2016). Task: Predict the product of the given reaction. Given the reactants [Br:1][C:2]1[C:3](Br)=[N:4][C:5]([F:16])=[C:6]([C:14]=1[F:15])[C:7]([O:9][C:10]([CH3:13])([CH3:12])[CH3:11])=[O:8].[CH3:18][N:19]1[C:27]2[C:22](=[CH:23][C:24](B(O)O)=[CH:25][CH:26]=2)[CH:21]=[CH:20]1.C([O-])([O-])=O.[K+].[K+], predict the reaction product. The product is: [Br:1][C:2]1[C:3]([C:24]2[CH:23]=[C:22]3[C:27](=[CH:26][CH:25]=2)[N:19]([CH3:18])[CH:20]=[CH:21]3)=[N:4][C:5]([F:16])=[C:6]([C:14]=1[F:15])[C:7]([O:9][C:10]([CH3:13])([CH3:12])[CH3:11])=[O:8].